Task: Regression/Classification. Given a drug SMILES string, predict its absorption, distribution, metabolism, or excretion properties. Task type varies by dataset: regression for continuous measurements (e.g., permeability, clearance, half-life) or binary classification for categorical outcomes (e.g., BBB penetration, CYP inhibition). Dataset: cyp2c19_veith.. Dataset: CYP2C19 inhibition data for predicting drug metabolism from PubChem BioAssay (1) The drug is Cc1ccc2c(c1)nnn2C1CCN(CC(=O)N2c3ccccc3CC2C)CC1. The result is 1 (inhibitor). (2) The molecule is CCCCCCCCC(=O)N/N=C/c1cccc(Br)c1. The result is 1 (inhibitor). (3) The molecule is C[C@@]12CC[C@@H](OS(=O)(=O)[O-])CC1=CC[C@@H]1[C@@H]2CC[C@@]2(C)C(=O)CC[C@H]12.[Na+]. The result is 0 (non-inhibitor).